From a dataset of Catalyst prediction with 721,799 reactions and 888 catalyst types from USPTO. Predict which catalyst facilitates the given reaction. (1) Reactant: [CH3:1][C:2]1([CH3:25])[C:6]2[C:7]([O:17][C:18]3[N:23]=[CH:22][C:21]([NH2:24])=[CH:20][CH:19]=3)=[CH:8][C:9](OC(F)(F)F)=[C:10]([CH3:11])[C:5]=2[O:4][CH2:3]1.C(N(CC)CC)C.[CH3:33][C:34]([O:37][C:38]([NH:40][C@H:41]([CH2:45][CH3:46])[C:42](O)=[O:43])=[O:39])([CH3:36])[CH3:35].C(P1(=O)OP(CCC)(=O)OP(CCC)(=O)O1)CC.C([O-])([O-])=O.[Na+].[Na+]. Product: [CH3:25][C:2]1([CH3:1])[C:6]2[C:7]([O:17][C:18]3[N:23]=[CH:22][C:21]([NH:24][C:42]([C@H:41]([NH:40][C:38](=[O:39])[O:37][C:34]([CH3:36])([CH3:35])[CH3:33])[CH2:45][CH3:46])=[O:43])=[CH:20][CH:19]=3)=[CH:8][CH:9]=[C:10]([CH3:11])[C:5]=2[O:4][CH2:3]1. The catalyst class is: 13. (2) Reactant: [Cl:1][CH2:2][C:3]1[CH:11]=[CH:10][C:6]([C:7](Cl)=[O:8])=[CH:5][CH:4]=1.Cl.CN.[CH2:15]([N:17](CC)CC)C. Product: [Cl:1][CH2:2][C:3]1[CH:11]=[CH:10][C:6]([C:7]([NH:17][CH3:15])=[O:8])=[CH:5][CH:4]=1. The catalyst class is: 4.